This data is from Full USPTO retrosynthesis dataset with 1.9M reactions from patents (1976-2016). The task is: Predict the reactants needed to synthesize the given product. (1) Given the product [CH3:1][N:2]1[C:11]2[C:6](=[CH:7][CH:8]=[CH:9][CH:10]=2)[N:5]=[C:4]([C:12]([O:14][C:22]2[CH2:27][CH2:26][CH2:25][C:24](=[O:28])[CH:23]=2)=[O:13])[C:3]1=[O:15], predict the reactants needed to synthesize it. The reactants are: [CH3:1][N:2]1[C:11]2[C:6](=[CH:7][CH:8]=[CH:9][CH:10]=2)[N:5]=[C:4]([C:12]([OH:14])=[O:13])[C:3]1=[O:15].C(Cl)(=O)C(Cl)=O.[C:22]1(=O)[CH2:27][CH2:26][CH2:25][C:24](=[O:28])[CH2:23]1.C(N(CC)CC)C. (2) Given the product [Br:23][C:9]1[CH:8]=[C:4]([CH:3]=[C:2]([Br:1])[C:10]=1[O:11][C:12]1[CH:17]=[CH:16][C:15]([OH:18])=[C:14]([CH:20]([CH3:21])[CH3:22])[CH:13]=1)[C:5]([C:30]1[CH:29]=[CH:28][C:27]2[C:32](=[CH:33][CH:34]=[CH:35][C:26]=2[N:25]([CH3:24])[CH3:40])[C:31]=1[S:36]([NH2:39])(=[O:38])=[O:37])=[O:6], predict the reactants needed to synthesize it. The reactants are: [Br:1][C:2]1[CH:3]=[C:4]([CH:8]=[C:9]([Br:23])[C:10]=1[O:11][C:12]1[CH:17]=[CH:16][C:15]([O:18]C)=[C:14]([CH:20]([CH3:22])[CH3:21])[CH:13]=1)[C:5](O)=[O:6].[CH3:24][N:25]([CH3:40])[C:26]1[CH:35]=[CH:34][CH:33]=[C:32]2[C:27]=1[CH:28]=[CH:29][CH:30]=[C:31]2[S:36]([NH2:39])(=[O:38])=[O:37]. (3) Given the product [CH2:33]([O:32][C@@H:4]([CH2:5][C:6]1[CH:11]=[CH:10][C:9]([O:12][CH2:13][C:14]2[N:15]=[C:16]([C:20]3[CH:25]=[CH:24][C:23]([O:26][CH:27]([CH3:28])[CH3:29])=[CH:22][CH:21]=3)[O:17][C:18]=2[CH3:19])=[CH:8][C:7]=1[O:30][CH3:31])[C:3]([OH:35])=[O:2])[CH3:34], predict the reactants needed to synthesize it. The reactants are: C[O:2][C:3](=[O:35])[C@@H:4]([O:32][CH2:33][CH3:34])[CH2:5][C:6]1[CH:11]=[CH:10][C:9]([O:12][CH2:13][C:14]2[N:15]=[C:16]([C:20]3[CH:25]=[CH:24][C:23]([O:26][CH:27]([CH3:29])[CH3:28])=[CH:22][CH:21]=3)[O:17][C:18]=2[CH3:19])=[CH:8][C:7]=1[O:30][CH3:31].[Li+].[OH-].